From a dataset of Peptide-MHC class I binding affinity with 185,985 pairs from IEDB/IMGT. Regression. Given a peptide amino acid sequence and an MHC pseudo amino acid sequence, predict their binding affinity value. This is MHC class I binding data. (1) The peptide sequence is AFYHLPLHPA. The MHC is Patr-A0901 with pseudo-sequence Patr-A0901. The binding affinity (normalized) is 0.745. (2) The peptide sequence is RDYVDRFYKTL. The MHC is HLA-B57:01 with pseudo-sequence HLA-B57:01. The binding affinity (normalized) is 0. (3) The peptide sequence is RAPHLPPQW. The MHC is HLA-B53:01 with pseudo-sequence HLA-B53:01. The binding affinity (normalized) is 0.213. (4) The peptide sequence is KAVRLIKFLY. The MHC is Patr-B0101 with pseudo-sequence Patr-B0101. The binding affinity (normalized) is 0. (5) The peptide sequence is ALRSRWRAL. The MHC is HLA-A02:03 with pseudo-sequence HLA-A02:03. The binding affinity (normalized) is 0.589. (6) The peptide sequence is EEDEGEELF. The MHC is HLA-A02:06 with pseudo-sequence HLA-A02:06. The binding affinity (normalized) is 0.0847. (7) The peptide sequence is EHSWNADLY. The MHC is HLA-A30:02 with pseudo-sequence HLA-A30:02. The binding affinity (normalized) is 0.648. (8) The peptide sequence is LPIRYQTPAI. The MHC is HLA-B35:01 with pseudo-sequence HLA-B35:01. The binding affinity (normalized) is 0.635.